Dataset: Catalyst prediction with 721,799 reactions and 888 catalyst types from USPTO. Task: Predict which catalyst facilitates the given reaction. (1) Reactant: C([O:3][C:4]([CH:6]1[CH2:13][CH:12]2[C:14](=[O:15])[CH:8]([CH2:9][S:10][CH2:11]2)[CH2:7]1)=[O:5])C.O.[OH-].[Na+]. Product: [O:15]=[C:14]1[CH:8]2[CH2:7][CH:6]([C:4]([OH:5])=[O:3])[CH2:13][CH:12]1[CH2:11][S:10][CH2:9]2. The catalyst class is: 1. (2) Reactant: [CH:1]([NH2:3])=O.C(O)(=O)C.[NH2:8][C:9]1[CH:17]=[C:16]([F:18])[C:15]([F:19])=[CH:14][C:10]=1[C:11](O)=[O:12]. Product: [F:19][C:15]1[CH:14]=[C:10]2[C:9](=[CH:17][C:16]=1[F:18])[N:8]=[CH:1][N:3]=[C:11]2[OH:12]. The catalyst class is: 6.